From a dataset of Forward reaction prediction with 1.9M reactions from USPTO patents (1976-2016). Predict the product of the given reaction. (1) Given the reactants [Br:1][C:2]1[CH:3]=[C:4]([S:9]([CH2:12][C:13]2[CH:18]=[CH:17][C:16]([C:19]([O:28][CH2:29][C:30]3[C:35]([F:36])=[CH:34][CH:33]=[CH:32][C:31]=3[F:37])([C:24]([F:27])([F:26])[F:25])[C:20]([F:23])([F:22])[F:21])=[CH:15][CH:14]=2)(=[O:11])=[O:10])[CH:5]=[CH:6][C:7]=1[F:8].[CH3:38]N(C)CN(C)C.C(OC(=O)C)(=O)C, predict the reaction product. The product is: [Br:1][C:2]1[CH:3]=[C:4]([S:9]([C:12]([C:13]2[CH:18]=[CH:17][C:16]([C:19]([O:28][CH2:29][C:30]3[C:31]([F:37])=[CH:32][CH:33]=[CH:34][C:35]=3[F:36])([C:24]([F:25])([F:26])[F:27])[C:20]([F:23])([F:21])[F:22])=[CH:15][CH:14]=2)=[CH2:38])(=[O:10])=[O:11])[CH:5]=[CH:6][C:7]=1[F:8]. (2) Given the reactants Cl.[OH:2][CH2:3][CH2:4][CH2:5][S:6][C:7]1[CH:12]=[CH:11][C:10]([N+:13]([O-])=O)=[CH:9][CH:8]=1, predict the reaction product. The product is: [OH:2][CH2:3][CH2:4][CH2:5][S:6][C:7]1[CH:12]=[CH:11][C:10]([NH2:13])=[CH:9][CH:8]=1. (3) Given the reactants [Br:1][C:2]1[CH:23]=[C:22]([O:24][CH3:25])[C:5]2[N:6]([CH2:18][CH2:19][O:20][CH3:21])[C:7]([C:9]3[CH:14]=[CH:13][C:12]([CH:15]([CH3:17])[CH3:16])=[CH:11][CH:10]=3)=[N:8][C:4]=2[CH:3]=1.[I:26]N1C(=O)CCC1=O, predict the reaction product. The product is: [I:26][C:3]1[C:4]2[N:8]=[C:7]([C:9]3[CH:14]=[CH:13][C:12]([CH:15]([CH3:17])[CH3:16])=[CH:11][CH:10]=3)[N:6]([CH2:18][CH2:19][O:20][CH3:21])[C:5]=2[C:22]([O:24][CH3:25])=[CH:23][C:2]=1[Br:1]. (4) Given the reactants [NH2:1][C:2]1[CH:6]=[C:5]([C:7]2[CH:12]=[CH:11][CH:10]=[CH:9][CH:8]=2)[S:4][C:3]=1[C:13]([NH2:15])=[O:14].[N:16]([O-])=O.[Na+], predict the reaction product. The product is: [C:7]1([C:5]2[S:4][C:3]3[C:13](=[O:14])[NH:15][N:16]=[N:1][C:2]=3[CH:6]=2)[CH:12]=[CH:11][CH:10]=[CH:9][CH:8]=1. (5) Given the reactants [CH3:1][C:2]1[C:3]([CH:22]=O)=[CH:4][N:5]([S:13]([C:16]2[CH:21]=[CH:20][CH:19]=[CH:18][CH:17]=2)(=[O:15])=[O:14])[C:6]=1[C:7]1[CH:12]=[CH:11][CH:10]=[CH:9][CH:8]=1.[Cl-:24].C[NH3+].[C:27]([BH3-])#[N:28].[Na+], predict the reaction product. The product is: [ClH:24].[CH3:27][NH:28][CH2:22][C:3]1[C:2]([CH3:1])=[C:6]([C:7]2[CH:12]=[CH:11][CH:10]=[CH:9][CH:8]=2)[N:5]([S:13]([C:16]2[CH:17]=[CH:18][CH:19]=[CH:20][CH:21]=2)(=[O:14])=[O:15])[CH:4]=1.